From a dataset of NCI-60 drug combinations with 297,098 pairs across 59 cell lines. Regression. Given two drug SMILES strings and cell line genomic features, predict the synergy score measuring deviation from expected non-interaction effect. (1) Drug 1: C1=CN(C(=O)N=C1N)C2C(C(C(O2)CO)O)O.Cl. Drug 2: C1=CC=C(C(=C1)C(C2=CC=C(C=C2)Cl)C(Cl)Cl)Cl. Cell line: OVCAR-8. Synergy scores: CSS=36.7, Synergy_ZIP=0.718, Synergy_Bliss=-0.143, Synergy_Loewe=-27.6, Synergy_HSA=-0.321. (2) Cell line: MALME-3M. Synergy scores: CSS=51.8, Synergy_ZIP=5.25, Synergy_Bliss=6.18, Synergy_Loewe=-24.7, Synergy_HSA=6.27. Drug 1: CCCS(=O)(=O)NC1=C(C(=C(C=C1)F)C(=O)C2=CNC3=C2C=C(C=N3)C4=CC=C(C=C4)Cl)F. Drug 2: C1=CC=C(C(=C1)C(C2=CC=C(C=C2)Cl)C(Cl)Cl)Cl. (3) Drug 1: C1CN(CCN1C(=O)CCBr)C(=O)CCBr. Drug 2: CC(C)NC(=O)C1=CC=C(C=C1)CNNC.Cl. Cell line: EKVX. Synergy scores: CSS=8.61, Synergy_ZIP=0.348, Synergy_Bliss=5.53, Synergy_Loewe=-5.57, Synergy_HSA=0.676. (4) Drug 1: CCCS(=O)(=O)NC1=C(C(=C(C=C1)F)C(=O)C2=CNC3=C2C=C(C=N3)C4=CC=C(C=C4)Cl)F. Drug 2: C1=NC2=C(N=C(N=C2N1C3C(C(C(O3)CO)O)O)F)N. Cell line: RPMI-8226. Synergy scores: CSS=-5.76, Synergy_ZIP=2.09, Synergy_Bliss=-0.693, Synergy_Loewe=-5.34, Synergy_HSA=-5.46. (5) Drug 1: CC1C(C(CC(O1)OC2CC(CC3=C2C(=C4C(=C3O)C(=O)C5=C(C4=O)C(=CC=C5)OC)O)(C(=O)C)O)N)O.Cl. Drug 2: CCCCCOC(=O)NC1=NC(=O)N(C=C1F)C2C(C(C(O2)C)O)O. Cell line: SR. Synergy scores: CSS=70.2, Synergy_ZIP=5.33, Synergy_Bliss=6.67, Synergy_Loewe=-25.9, Synergy_HSA=6.95. (6) Drug 1: C1CC(=O)NC(=O)C1N2CC3=C(C2=O)C=CC=C3N. Drug 2: CN1C(=O)N2C=NC(=C2N=N1)C(=O)N. Cell line: OVCAR-4. Synergy scores: CSS=-5.99, Synergy_ZIP=1.65, Synergy_Bliss=-1.65, Synergy_Loewe=-6.21, Synergy_HSA=-5.42.